Predict the reaction yield, written as a fraction of the theoretical maximum amount of product (1.0 means a 100% yield; for example, 0.34 means a 34% yield). From a dataset of Reaction yield outcomes from USPTO patents with 853,638 reactions. (1) The reactants are C([O:3][C:4]([C:6]1[CH:14]=[C:13]2[C:9]([C:10]([C:15]#[N:16])=[CH:11][NH:12]2)=[CH:8][CH:7]=1)=[O:5])C.OO.NC(N)=[O:21]. The catalyst is CO.[OH-].[Na+]. The product is [C:15]([C:10]1[C:9]2[C:13](=[CH:14][C:6]([C:4]([OH:3])=[O:5])=[CH:7][CH:8]=2)[NH:12][CH:11]=1)(=[O:21])[NH2:16]. The yield is 0.700. (2) The reactants are Cl.Cl.[F:3][C:4]([F:17])([F:16])[CH2:5][O:6][C:7]1[CH:8]=[CH:9][C:10]([C@H:13]([NH2:15])[CH3:14])=[N:11][CH:12]=1.[C:18]([C:22]1[O:26][N:25]=[C:24]([C:27](O)=[O:28])[CH:23]=1)([CH3:21])([CH3:20])[CH3:19].C(N(CC)CC)C.C(Cl)CCl.C1C=CC2N(O)N=NC=2C=1. The catalyst is ClCCl.CO. The product is [C:18]([C:22]1[O:26][N:25]=[C:24]([C:27]([NH:15][C@@H:13]([C:10]2[CH:9]=[CH:8][C:7]([O:6][CH2:5][C:4]([F:3])([F:16])[F:17])=[CH:12][N:11]=2)[CH3:14])=[O:28])[CH:23]=1)([CH3:21])([CH3:19])[CH3:20]. The yield is 0.750. (3) The reactants are [Br:1][C:2]1[CH:3]=[N:4][CH:5]=[C:6]([CH:10]=1)[C:7]([OH:9])=O.C(Cl)(=O)C(Cl)=O.[CH:17]1([CH2:20][NH2:21])[CH2:19][CH2:18]1.C([O-])(O)=O.[Na+]. The catalyst is C(Cl)Cl.CN(C=O)C. The product is [Br:1][C:2]1[CH:3]=[N:4][CH:5]=[C:6]([CH:10]=1)[C:7]([NH:21][CH2:20][CH:17]1[CH2:19][CH2:18]1)=[O:9]. The yield is 0.710. (4) The yield is 0.640. No catalyst specified. The reactants are [Cl:1][C:2]1[C:3]([S:32]([NH2:35])(=[O:34])=[O:33])=[N:4][CH:5]=[C:6]([C:17]([N:19]2[CH2:24][CH2:23][CH:22]([C:25]3[CH:30]=[CH:29][C:28]([F:31])=[CH:27][CH:26]=3)[CH2:21][CH2:20]2)=[O:18])[C:7]=1[NH:8][C:9]1[CH:14]=[CH:13][C:12]([F:15])=[CH:11][C:10]=1[CH3:16].[CH2:36]([N:38]=[C:39]=[O:40])[CH3:37]. The product is [Cl:1][C:2]1[C:3]([S:32]([NH:35][C:39](=[O:40])[NH:38][CH2:36][CH3:37])(=[O:34])=[O:33])=[N:4][CH:5]=[C:6]([C:17]([N:19]2[CH2:20][CH2:21][CH:22]([C:25]3[CH:30]=[CH:29][C:28]([F:31])=[CH:27][CH:26]=3)[CH2:23][CH2:24]2)=[O:18])[C:7]=1[NH:8][C:9]1[CH:14]=[CH:13][C:12]([F:15])=[CH:11][C:10]=1[CH3:16]. (5) The reactants are [Cl:1][C:2]1[N:7]=[CH:6][C:5]([C:8](=[N:10][OH:11])[NH2:9])=[CH:4][CH:3]=1.[CH3:12][C:13]([CH3:18])([CH3:17])[C:14](Cl)=O. The catalyst is C1(C)C=CC=CC=1.CC(O)=O. The product is [C:13]([C:18]1[O:11][N:10]=[C:8]([C:5]2[CH:4]=[CH:3][C:2]([Cl:1])=[N:7][CH:6]=2)[N:9]=1)([CH3:17])([CH3:14])[CH3:12]. The yield is 0.210. (6) The catalyst is C(#N)C. The reactants are Cl[CH2:2][C:3]([NH:5][C:6]1[CH:11]=[CH:10][C:9]([NH:12][C:13]2[CH:22]=[CH:21][C:20]3[C:15](=[CH:16][CH:17]=[CH:18][CH:19]=3)[C:14]=2[N+:23]([O-:25])=[O:24])=[CH:8][CH:7]=1)=[O:4].[NH:26]1[CH:30]=[CH:29][N:28]=[CH:27]1.C(=O)([O-])[O-].[Cs+].[Cs+]. The yield is 1.00. The product is [N:26]1([CH2:2][C:3]([NH:5][C:6]2[CH:11]=[CH:10][C:9]([NH:12][C:13]3[CH:22]=[CH:21][C:20]4[C:15](=[CH:16][CH:17]=[CH:18][CH:19]=4)[C:14]=3[N+:23]([O-:25])=[O:24])=[CH:8][CH:7]=2)=[O:4])[CH:30]=[CH:29][N:28]=[CH:27]1. (7) The reactants are [CH2:1]([C:5]1[N:6]=[C:7]([CH3:27])[NH:8][C:9](=[O:26])[C:10]=1[CH2:11][C:12]1[CH:17]=[CH:16][C:15]([C:18]2[C:19]([C:24]#[N:25])=[CH:20][CH:21]=[CH:22][CH:23]=2)=[CH:14][CH:13]=1)[CH2:2][CH2:3][CH3:4].[H-].[Na+].CN(C)C=O.Br[CH2:36][C:37]1[CH:42]=[CH:41][C:40]([Cl:43])=[CH:39][CH:38]=1. The catalyst is C(OCC)(=O)C. The product is [CH2:1]([C:5]1[N:6]=[C:7]([CH3:27])[N:8]([CH2:36][C:37]2[CH:42]=[CH:41][C:40]([Cl:43])=[CH:39][CH:38]=2)[C:9](=[O:26])[C:10]=1[CH2:11][C:12]1[CH:17]=[CH:16][C:15]([C:18]2[C:19]([C:24]#[N:25])=[CH:20][CH:21]=[CH:22][CH:23]=2)=[CH:14][CH:13]=1)[CH2:2][CH2:3][CH3:4]. The yield is 0.620.